Task: Predict which catalyst facilitates the given reaction.. Dataset: Catalyst prediction with 721,799 reactions and 888 catalyst types from USPTO (1) Reactant: CN(C)C=O.[N:6]1[NH:7][C:8](=[O:12])[CH:9]=[CH:10][CH:11]=1.[H-].[Na+].[NH2:15][C:16]1[C:17]([C:24]#[N:25])=[N:18][C:19]([CH2:22]Cl)=[CH:20][N:21]=1. Product: [NH2:15][C:16]1[C:17]([C:24]#[N:25])=[N:18][C:19]([CH2:22][N:7]2[C:8](=[O:12])[CH:9]=[CH:10][CH:11]=[N:6]2)=[CH:20][N:21]=1. The catalyst class is: 146. (2) Product: [C:1]([C:4]1[CH:5]=[C:6]([C:10]2[N:11]=[CH:12][N:13]([C:15]([N:17]([CH:19]3[CH2:20][CH2:21][N:22]([C:25]4[CH:26]=[CH:27][C:28]([OH:31])=[CH:29][CH:30]=4)[CH2:23][CH2:24]3)[CH3:18])=[O:16])[CH:14]=2)[CH:7]=[CH:8][CH:9]=1)(=[O:3])[NH2:2]. Reactant: [C:1]([C:4]1[CH:5]=[C:6]([C:10]2[N:11]=[CH:12][N:13]([C:15]([N:17]([CH:19]3[CH2:24][CH2:23][N:22]([C:25]4[CH:30]=[CH:29][C:28]([O:31]C)=[CH:27][CH:26]=4)[CH2:21][CH2:20]3)[CH3:18])=[O:16])[CH:14]=2)[CH:7]=[CH:8][CH:9]=1)(=[O:3])[NH2:2].B(Br)(Br)Br. The catalyst class is: 4. (3) Reactant: [NH2:1][C:2]1[CH:3]=[CH:4][C:5]([O:9][CH3:10])=[C:6]([OH:8])[CH:7]=1.[Br:11][CH:12]([CH:15]=O)[CH:13]=O.Br.[OH-].[Na+]. Product: [Br:11][C:12]1[CH:13]=[N:1][C:2]2[C:3]([CH:15]=1)=[CH:4][C:5]([O:9][CH3:10])=[C:6]([OH:8])[CH:7]=2. The catalyst class is: 97. (4) Reactant: [C:1]([CH2:3][C:4]([NH2:6])=[O:5])#[N:2].[H-].[Na+].[Cl:9][C:10]1(C(F)=O)[N:15]=[C:14]([NH:16][CH:17]2[CH2:21][CH2:20][CH2:19][CH2:18]2)[CH:13]=[CH:12][NH:11]1.Cl.CN([CH:29]=[O:30])C. Product: [NH2:2][C:1]1[N:16]([CH:17]2[CH2:18][CH2:19][CH2:20][CH2:21]2)[C:14]2[N:15]=[C:10]([Cl:9])[N:11]=[CH:12][C:13]=2[C:29](=[O:30])[C:3]=1[C:4]([NH2:6])=[O:5]. The catalyst class is: 6. (5) Reactant: [CH:1]([O:4][C:5]1[CH:10]=[CH:9][C:8]([CH:11]2[N:20]=[C:19]([OH:21])[C:18]3[C:13](=[CH:14][C:15]([O:22][CH3:23])=[CH:16][CH:17]=3)[NH:12]2)=[CH:7][CH:6]=1)([CH3:3])[CH3:2].C(C1C(=O)C(Cl)=C(Cl)C(=O)C=1C#N)#N. Product: [CH:1]([O:4][C:5]1[CH:10]=[CH:9][C:8]([C:11]2[N:20]=[C:19]([OH:21])[C:18]3[C:13](=[CH:14][C:15]([O:22][CH3:23])=[CH:16][CH:17]=3)[N:12]=2)=[CH:7][CH:6]=1)([CH3:3])[CH3:2]. The catalyst class is: 2. (6) Reactant: [F:1][C:2]([F:14])([F:13])[C:3]1([C:7]2[O:11][N:10]=[C:9]([NH2:12])[CH:8]=2)[CH2:6][CH2:5][CH2:4]1.[Br:15][C:16]1[CH:21]=[CH:20][C:19]([CH2:22][C:23](O)=[O:24])=[CH:18][CH:17]=1.CN(C(ON1N=NC2C=CC=NC1=2)=[N+](C)C)C.F[P-](F)(F)(F)(F)F.CCN(C(C)C)C(C)C. Product: [Br:15][C:16]1[CH:21]=[CH:20][C:19]([CH2:22][C:23]([NH:12][C:9]2[CH:8]=[C:7]([C:3]3([C:2]([F:1])([F:13])[F:14])[CH2:4][CH2:5][CH2:6]3)[O:11][N:10]=2)=[O:24])=[CH:18][CH:17]=1. The catalyst class is: 634.